Task: Predict the product of the given reaction.. Dataset: Forward reaction prediction with 1.9M reactions from USPTO patents (1976-2016) (1) Given the reactants [OH:1][C:2]1[N:6]([C:7]2[CH:12]=[C:11]([C:13]#[N:14])[CH:10]=[CH:9][N:8]=2)[N:5]=[CH:4][CH:3]=1.[F:15][C:16]1[CH:17]=[C:18]([CH:21]=[CH:22][CH:23]=1)[CH2:19]O, predict the reaction product. The product is: [F:15][C:16]1[CH:17]=[C:18]([CH:21]=[CH:22][CH:23]=1)[CH2:19][O:1][C:2]1[N:6]([C:7]2[CH:12]=[C:11]([C:13]#[N:14])[CH:10]=[CH:9][N:8]=2)[N:5]=[CH:4][CH:3]=1. (2) Given the reactants [CH3:1][O:2][C:3]1[CH:8]=[CH:7][CH:6]=[CH:5][C:4]=1[C:9]1[CH:10]=[C:11]2[C:16](=[CH:17][CH:18]=1)[NH:15][C:14]([CH3:20])([CH3:19])[CH:13]=[C:12]2[CH2:21]SCC(NC)=O.BrCC1[C:39]2[C:34](=[CH:35][CH:36]=[C:37](C3C=CC=CC=3OC)[CH:38]=2)[NH:33]C(C)(C)C=1.CSNC(=O)C.C(=O)([O-])[O-].[K+].[K+], predict the reaction product. The product is: [CH3:1][O:2][C:3]1[CH:8]=[CH:7][CH:6]=[CH:5][C:4]=1[C:9]1[CH:10]=[C:11]2[C:16](=[CH:17][CH:18]=1)[NH:15][C:14]([CH3:19])([CH3:20])[CH:13]=[C:12]2[CH2:21][NH:33][C:34]1[CH:39]=[CH:38][CH:37]=[CH:36][CH:35]=1. (3) Given the reactants [NH2:1][C:2]1[S:3][C:4]([C:17]2[CH:22]=[CH:21][CH:20]=[C:19]([F:23])[CH:18]=2)=[C:5]([C:7]([N:9]2[C@H:14]([CH2:15][NH2:16])[CH2:13][C@H:12]3[C@@H:10]2[CH2:11]3)=[O:8])[N:6]=1.[CH2:24]([N:26]1[C:30]([C:31](O)=[O:32])=[CH:29][C:28]([CH3:34])=[N:27]1)[CH3:25], predict the reaction product. The product is: [NH2:1][C:2]1[S:3][C:4]([C:17]2[CH:22]=[CH:21][CH:20]=[C:19]([F:23])[CH:18]=2)=[C:5]([C:7]([N:9]2[C@H:14]([CH2:15][NH:16][C:31]([C:30]3[N:26]([CH2:24][CH3:25])[N:27]=[C:28]([CH3:34])[CH:29]=3)=[O:32])[CH2:13][C@H:12]3[C@@H:10]2[CH2:11]3)=[O:8])[N:6]=1.